This data is from Peptide-MHC class I binding affinity with 185,985 pairs from IEDB/IMGT. The task is: Regression. Given a peptide amino acid sequence and an MHC pseudo amino acid sequence, predict their binding affinity value. This is MHC class I binding data. (1) The peptide sequence is ARYSNFAWY. The MHC is HLA-A26:01 with pseudo-sequence HLA-A26:01. The binding affinity (normalized) is 0.0847. (2) The peptide sequence is KCSDHYLCLR. The MHC is HLA-A68:01 with pseudo-sequence HLA-A68:01. The binding affinity (normalized) is 0. (3) The peptide sequence is KMDIDVEYL. The MHC is HLA-A02:01 with pseudo-sequence HLA-A02:01. The binding affinity (normalized) is 0.538. (4) The peptide sequence is ETVNFVPNY. The MHC is HLA-A03:01 with pseudo-sequence HLA-A03:01. The binding affinity (normalized) is 0.0847.